Dataset: Reaction yield outcomes from USPTO patents with 853,638 reactions. Task: Predict the reaction yield, written as a fraction of the theoretical maximum amount of product (1.0 means a 100% yield; for example, 0.34 means a 34% yield). (1) The reactants are C(=O)(OC(C)(C)C)[NH2:2].Br[C:10]1[C:11]([F:20])=[C:12]([CH:17]=[CH:18][CH:19]=1)[C:13]([O:15][CH3:16])=[O:14].C(Cl)(Cl)Cl.C(=O)([O-])[O-].[Cs+].[Cs+].N#N.C(O)(C(F)(F)F)=O. The catalyst is C1C=CC(/C=C/C(/C=C/C2C=CC=CC=2)=O)=CC=1.C1C=CC(/C=C/C(/C=C/C2C=CC=CC=2)=O)=CC=1.C1C=CC(/C=C/C(/C=C/C2C=CC=CC=2)=O)=CC=1.[Pd].[Pd].CC1(C)C2C(=C(P(C3C=CC=CC=3)C3C=CC=CC=3)C=CC=2)OC2C(P(C3C=CC=CC=3)C3C=CC=CC=3)=CC=CC1=2.C1(C)C=CC=CC=1. The product is [NH2:2][C:10]1[C:11]([F:20])=[C:12]([CH:17]=[CH:18][CH:19]=1)[C:13]([O:15][CH3:16])=[O:14]. The yield is 0.760. (2) The reactants are [CH3:1][N:2]1[C:6]([OH:7])=[C:5]([CH3:8])[C:4]([C:9]([F:12])([F:11])[F:10])=[N:3]1.[OH-].[K+].Cl[CH:16]([F:18])[F:17].O. The catalyst is CC(O)C. The product is [F:17][CH:16]([F:18])[O:7][C:6]1[N:2]([CH3:1])[N:3]=[C:4]([C:9]([F:11])([F:10])[F:12])[C:5]=1[CH3:8]. The yield is 0.885. (3) The reactants are Br[C:2]1[CH:11]=[CH:10][C:9]2[C:4](=[CH:5][CH:6]=[CH:7][CH:8]=2)[CH:3]=1.[I-:12].[K+].Cl. The catalyst is [Cu](I)I.CN(C)P(N(C)C)(N(C)C)=O. The product is [I:12][C:2]1[CH:11]=[CH:10][C:9]2[C:4](=[CH:5][CH:6]=[CH:7][CH:8]=2)[CH:3]=1. The yield is 0.590. (4) The reactants are [C:1]([C:5]1[CH:10]=[C:9]([CH3:11])[CH:8]=[CH:7][C:6]=1[N:12]1[CH2:17][CH2:16][N:15]([C:18](=[O:25])[CH2:19][C:20]([O:22]CC)=[O:21])[CH2:14][CH2:13]1)([CH3:4])([CH3:3])[CH3:2].[OH-].[Li+].Cl. The catalyst is C1COCC1. The product is [C:1]([C:5]1[CH:10]=[C:9]([CH3:11])[CH:8]=[CH:7][C:6]=1[N:12]1[CH2:13][CH2:14][N:15]([C:18](=[O:25])[CH2:19][C:20]([OH:22])=[O:21])[CH2:16][CH2:17]1)([CH3:4])([CH3:2])[CH3:3]. The yield is 0.960. (5) The reactants are Br[C:2]1[CH:7]=[CH:6][C:5]([C:8]2[N:12]([C:13]3[C:18]([Cl:19])=[CH:17][CH:16]=[CH:15][C:14]=3[Cl:20])[N:11]=[C:10]([C:21]([F:24])([F:23])[F:22])[CH:9]=2)=[C:4]([Cl:25])[CH:3]=1.[CH3:26][O:27][C:28]([C:30]1[CH:31]=[C:32](B(O)O)[CH:33]=[CH:34][CH:35]=1)=[O:29].C([O-])([O-])=O.[K+].[K+]. The catalyst is COCCOC.CCOC(C)=O.O.C1C=CC(P(C2C=CC=CC=2)[C-]2C=CC=C2)=CC=1.C1C=CC(P(C2C=CC=CC=2)[C-]2C=CC=C2)=CC=1.Cl[Pd]Cl.[Fe+2]. The product is [Cl:25][C:4]1[CH:3]=[C:2]([C:34]2[CH:33]=[CH:32][CH:31]=[C:30]([C:28]([O:27][CH3:26])=[O:29])[CH:35]=2)[CH:7]=[CH:6][C:5]=1[C:8]1[N:12]([C:13]2[C:18]([Cl:19])=[CH:17][CH:16]=[CH:15][C:14]=2[Cl:20])[N:11]=[C:10]([C:21]([F:24])([F:23])[F:22])[CH:9]=1. The yield is 0.880. (6) The reactants are [CH2:1]([O:3][C:4]1[C:16]([O:17][C:18]([F:21])([F:20])[F:19])=[CH:15][CH:14]=[CH:13][C:5]=1[CH2:6][N:7]([CH3:12])[C:8](=[O:11])[CH:9]=[CH2:10])[CH3:2].C(N(C(C)C)CC)(C)C.Br[C:32]1[CH:45]=[N:44][C:35]2[NH:36][C:37](=[O:43])[C:38]([CH3:42])([CH3:41])[NH:39][CH2:40][C:34]=2[CH:33]=1.CC1C=CC=CC=1P(C1C=CC=CC=1C)C1C=CC=CC=1C. The catalyst is C(#N)CC.CN(C=O)C.CC([O-])=O.CC([O-])=O.[Pd+2]. The product is [CH3:41][C:38]1([CH3:42])[C:37](=[O:43])[NH:36][C:35]2[N:44]=[CH:45][C:32](/[CH:10]=[CH:9]/[C:8]([N:7]([CH3:12])[CH2:6][C:5]3[CH:13]=[CH:14][CH:15]=[C:16]([O:17][C:18]([F:19])([F:20])[F:21])[C:4]=3[O:3][CH2:1][CH3:2])=[O:11])=[CH:33][C:34]=2[CH2:40][NH:39]1. The yield is 0.310. (7) The reactants are [CH3:1][O:2][CH2:3][C@H:4]1[CH2:8][N:7]([C:9]([O:11][C:12]([CH3:15])([CH3:14])[CH3:13])=[O:10])[C@H:6]([C:16]2[NH:20][C:19]3[C:21]4[C:26]([CH:27]=[CH:28][C:18]=3[N:17]=2)=[CH:25][C:24]2[C:29]3[C:34]([CH2:35][O:36][C:23]=2[CH:22]=4)=[CH:33][C:32](B2OC(C)(C)C(C)(C)O2)=[CH:31][CH:30]=3)[CH2:5]1.Br[C:47]1[NH:51][C:50]([C@@H:52]2[CH2:56][CH2:55][CH2:54][N:53]2[C:57](=[O:67])[C@@H:58]([NH:62][C:63](=[O:66])[O:64][CH3:65])[CH:59]([CH3:61])[CH3:60])=[N:49][CH:48]=1.C(=O)([O-])[O-].[K+].[K+]. The catalyst is COCCOC.CN(C)C=O.[Pd].C1(P(C2C=CC=CC=2)C2C=CC=CC=2)C=CC=CC=1.C1(P(C2C=CC=CC=2)C2C=CC=CC=2)C=CC=CC=1.C1(P(C2C=CC=CC=2)C2C=CC=CC=2)C=CC=CC=1.C1(P(C2C=CC=CC=2)C2C=CC=CC=2)C=CC=CC=1.C1C=CC(P(C2C=CC=CC=2)[C-]2C=CC=C2)=CC=1.C1C=CC(P(C2C=CC=CC=2)[C-]2C=CC=C2)=CC=1.Cl[Pd]Cl.[Fe+2]. The product is [CH3:65][O:64][C:63]([NH:62][C@@H:58]([CH:59]([CH3:61])[CH3:60])[C:57]([N:53]1[CH2:54][CH2:55][CH2:56][C@H:52]1[C:50]1[NH:51][C:47]([C:32]2[CH:33]=[C:34]3[CH2:35][O:36][C:23]4[CH:22]=[C:21]5[C:26]([CH:27]=[CH:28][C:18]6[N:17]=[C:16]([C@@H:6]7[CH2:5][C@@H:4]([CH2:3][O:2][CH3:1])[CH2:8][N:7]7[C:9]([O:11][C:12]([CH3:13])([CH3:14])[CH3:15])=[O:10])[NH:20][C:19]=65)=[CH:25][C:24]=4[C:29]3=[CH:30][CH:31]=2)=[CH:48][N:49]=1)=[O:67])=[O:66]. The yield is 0.450.